This data is from Reaction yield outcomes from USPTO patents with 853,638 reactions. The task is: Predict the reaction yield, written as a fraction of the theoretical maximum amount of product (1.0 means a 100% yield; for example, 0.34 means a 34% yield). The reactants are [CH2:1]([O:3][C:4](=[O:12])[CH2:5][C:6](=[O:11])[C:7]([F:10])([F:9])[F:8])[CH3:2].[CH:13](OC)(OC)[O:14][CH3:15].CC(OC(C)=O)=O. No catalyst specified. The product is [CH2:1]([O:3][C:4](=[O:12])[C:5]([C:6](=[O:11])[C:7]([F:10])([F:8])[F:9])=[CH:13][O:14][CH3:15])[CH3:2]. The yield is 0.260.